From a dataset of Peptide-MHC class I binding affinity with 185,985 pairs from IEDB/IMGT. Regression. Given a peptide amino acid sequence and an MHC pseudo amino acid sequence, predict their binding affinity value. This is MHC class I binding data. (1) The peptide sequence is NYLKNKKSM. The MHC is HLA-A02:02 with pseudo-sequence HLA-A02:02. The binding affinity (normalized) is 0.192. (2) The peptide sequence is MRIGSMATL. The MHC is HLA-A26:01 with pseudo-sequence HLA-A26:01. The binding affinity (normalized) is 0.0847. (3) The peptide sequence is HSVFKGFSDK. The MHC is HLA-A33:01 with pseudo-sequence HLA-A33:01. The binding affinity (normalized) is 0.114. (4) The peptide sequence is DIDEILGIA. The MHC is HLA-A02:01 with pseudo-sequence HLA-A02:01. The binding affinity (normalized) is 0. (5) The peptide sequence is IAMESIVIW. The MHC is HLA-B40:01 with pseudo-sequence HLA-B40:01. The binding affinity (normalized) is 0.